From a dataset of Forward reaction prediction with 1.9M reactions from USPTO patents (1976-2016). Predict the product of the given reaction. (1) Given the reactants [C:1]([C:3]1[CH:4]=[C:5]([CH:9]=[CH:10][C:11]=1[F:12])[C:6](O)=[O:7])#[N:2].S(Cl)([Cl:15])=O, predict the reaction product. The product is: [C:1]([C:3]1[CH:4]=[C:5]([CH:9]=[CH:10][C:11]=1[F:12])[C:6]([Cl:15])=[O:7])#[N:2]. (2) Given the reactants C([O:8][C:9]1[CH:10]=[C:11]2[C:15](=[CH:16][CH:17]=1)[N:14]([CH:18]([CH2:20][CH2:21][CH3:22])[CH3:19])[CH:13]=[CH:12]2)C1C=CC=CC=1, predict the reaction product. The product is: [CH3:19][CH:18]([N:14]1[C:15]2[C:11](=[CH:10][C:9]([OH:8])=[CH:17][CH:16]=2)[CH:12]=[CH:13]1)[CH2:20][CH2:21][CH3:22]. (3) Given the reactants [CH3:1][O:2][C:3]1[CH:32]=[C:31]([O:33][CH3:34])[CH:30]=[CH:29][C:4]=1[CH2:5][NH:6][C:7]1[N:16]2[N:17]=[C:18]([CH2:20][C@@H:21]([OH:23])[CH3:22])[N:19]=[C:15]2[C:14]2[C:9](=[C:10]3[O:26][C:25]([F:28])([F:27])[O:24][C:11]3=[CH:12][CH:13]=2)[N:8]=1.C(N(CC)CC)C.[CH3:42][S:43](Cl)(=[O:45])=[O:44], predict the reaction product. The product is: [CH3:42][S:43]([O:23][C@@H:21]([CH3:22])[CH2:20][C:18]1[N:19]=[C:15]2[N:16]([C:7]([NH:6][CH2:5][C:4]3[CH:29]=[CH:30][C:31]([O:33][CH3:34])=[CH:32][C:3]=3[O:2][CH3:1])=[N:8][C:9]3[C:14]2=[CH:13][CH:12]=[C:11]2[O:24][C:25]([F:27])([F:28])[O:26][C:10]=32)[N:17]=1)(=[O:45])=[O:44]. (4) Given the reactants N[CH2:2][O:3][C:4]1[CH:9]=[CH:8][N:7]=[C:6]([NH:10][C:11]2[CH:12]=[CH:13][C:14]([CH3:18])=[C:15]([OH:17])[CH:16]=2)[N:5]=1.C([O-])([O-])=O.[Cs+].[Cs+].Br[CH2:26][CH:27]=[C:28]([CH3:30])[CH3:29], predict the reaction product. The product is: [CH3:2][O:3][C:4]1[CH:9]=[CH:8][N:7]=[C:6]([NH:10][C:11]2[CH:12]=[CH:13][C:14]([CH3:18])=[C:15]([O:17][CH2:26][CH:27]=[C:28]([CH3:30])[CH3:29])[CH:16]=2)[N:5]=1. (5) The product is: [C:24]([C:20]1[CH:19]=[C:18]([C:7]2[S:6][C:5]([NH:4][C:1](=[O:3])[CH3:2])=[N:9][C:8]=2[CH3:10])[CH:23]=[CH:22][N:21]=1)([CH3:27])([CH3:26])[CH3:25]. Given the reactants [C:1]([NH:4][C:5]1[S:6][CH:7]=[C:8]([CH3:10])[N:9]=1)(=[O:3])[CH3:2].C(=O)([O-])[O-].[Cs+].[Cs+].Br[C:18]1[CH:23]=[CH:22][N:21]=[C:20]([C:24]([CH3:27])([CH3:26])[CH3:25])[CH:19]=1, predict the reaction product. (6) Given the reactants FC(F)(F)C(O)=O.[CH2:8]([N:11]([S:20]([CH2:23][C:24]1[CH:29]=[CH:28][CH:27]=[CH:26][CH:25]=1)(=[O:22])=[O:21])[C:12]([CH:14]1[CH2:19][CH2:18][NH:17][CH2:16][CH2:15]1)=[O:13])[CH:9]=[CH2:10].C(O[C:33](=[NH:37])[CH2:34][C:35]#[N:36])C.CCN(C(C)C)C(C)C, predict the reaction product. The product is: [CH2:8]([N:11]([S:20]([CH2:23][C:24]1[CH:25]=[CH:26][CH:27]=[CH:28][CH:29]=1)(=[O:22])=[O:21])[C:12]([CH:14]1[CH2:15][CH2:16][N:17]([C:33](=[NH:37])[CH2:34][C:35]#[N:36])[CH2:18][CH2:19]1)=[O:13])[CH:9]=[CH2:10].